From a dataset of Forward reaction prediction with 1.9M reactions from USPTO patents (1976-2016). Predict the product of the given reaction. (1) The product is: [CH3:1][C:2]1[S:11][C:10]2[CH2:9][C:8]3[CH:13]=[CH:14][CH:15]=[CH:16][C:7]=3[NH:6][C:5](=[O:17])[C:4]=2[N:3]=1. Given the reactants [CH3:1][C:2]1[S:11][C:10]2[C:9](=O)[C:8]3[CH:13]=[CH:14][CH:15]=[CH:16][C:7]=3[NH:6][C:5](=[O:17])[C:4]=2[N:3]=1, predict the reaction product. (2) Given the reactants Br[C:2]1[C:10]2[N:9]=[CH:8][N:7]([CH3:11])[C:6]=2[CH:5]=[C:4]([Cl:12])[CH:3]=1.[O:13]1[CH2:16][CH:15]([N:17]2[CH2:22][CH2:21][N:20]([C:23]3[CH:24]=[CH:25][C:26]([NH2:29])=[N:27][CH:28]=3)[CH2:19][CH2:18]2)[CH2:14]1.C(=O)([O-])[O-].[Cs+].[Cs+].CC1(C)C2C(=C(P(C3C=CC=CC=3)C3C=CC=CC=3)C=CC=2)OC2C(P(C3C=CC=CC=3)C3C=CC=CC=3)=CC=CC1=2, predict the reaction product. The product is: [Cl:12][C:4]1[CH:3]=[C:2]([NH:29][C:26]2[CH:25]=[CH:24][C:23]([N:20]3[CH2:21][CH2:22][N:17]([CH:15]4[CH2:14][O:13][CH2:16]4)[CH2:18][CH2:19]3)=[CH:28][N:27]=2)[C:10]2[N:9]=[CH:8][N:7]([CH3:11])[C:6]=2[CH:5]=1. (3) The product is: [OH:23][C@H:12]([C:11]([NH:10][C:3]1[CH:4]=[N:5][N:6]([CH2:7][CH2:8][OH:9])[C:2]=1[NH:1][C:25]([C:26]1[CH:31]=[CH:30][CH:29]=[CH:28][CH:27]=1)([C:38]1[CH:39]=[CH:40][CH:41]=[CH:42][CH:43]=1)[C:32]1[CH:33]=[CH:34][CH:35]=[CH:36][CH:37]=1)=[O:24])[CH2:13][CH2:14][NH:15][C:16](=[O:22])[O:17][C:18]([CH3:21])([CH3:19])[CH3:20]. Given the reactants [NH2:1][C:2]1[N:6]([CH2:7][CH2:8][OH:9])[N:5]=[CH:4][C:3]=1[NH:10][C:11](=[O:24])[C@@H:12]([OH:23])[CH2:13][CH2:14][NH:15][C:16](=[O:22])[O:17][C:18]([CH3:21])([CH3:20])[CH3:19].[C:25](Cl)([C:38]1[CH:43]=[CH:42][CH:41]=[CH:40][CH:39]=1)([C:32]1[CH:37]=[CH:36][CH:35]=[CH:34][CH:33]=1)[C:26]1[CH:31]=[CH:30][CH:29]=[CH:28][CH:27]=1.C(N(CC)CC)C.O, predict the reaction product. (4) Given the reactants [NH2:1][C:2]1[C:7](Br)=[N:6][C:5]([Br:9])=[CH:4][N:3]=1.[NH:10]1[CH2:15][CH2:14][CH:13]([OH:16])[CH2:12][CH2:11]1, predict the reaction product. The product is: [NH2:1][C:2]1[C:7]([N:10]2[CH2:15][CH2:14][CH:13]([OH:16])[CH2:12][CH2:11]2)=[N:6][C:5]([Br:9])=[CH:4][N:3]=1. (5) The product is: [CH3:17][C:14]1[CH:13]=[C:12]([C:18]2[CH:23]=[CH:22][C:21]([C:24]([F:25])([F:26])[F:27])=[CH:20][CH:19]=2)[C:11]([C:9]([NH:8][C:5]2[CH:4]=[CH:3][C:2]([NH:1][C:37](=[O:38])[CH2:36][C:31]3[CH:32]=[CH:33][CH:34]=[CH:35][N:30]=3)=[CH:7][CH:6]=2)=[O:10])=[CH:16][CH:15]=1. Given the reactants [NH2:1][C:2]1[CH:7]=[CH:6][C:5]([NH:8][C:9]([C:11]2[C:12]([C:18]3[CH:23]=[CH:22][C:21]([C:24]([F:27])([F:26])[F:25])=[CH:20][CH:19]=3)=[CH:13][C:14]([CH3:17])=[CH:15][CH:16]=2)=[O:10])=[CH:4][CH:3]=1.Cl.Cl.[N:30]1[CH:35]=[CH:34][CH:33]=[CH:32][C:31]=1[CH2:36][C:37](O)=[O:38].O.ON1C2C=CC=CC=2N=N1.Cl.CN(C)CCCN=C=NCC, predict the reaction product.